Dataset: Full USPTO retrosynthesis dataset with 1.9M reactions from patents (1976-2016). Task: Predict the reactants needed to synthesize the given product. Given the product [CH2:5]([OH:4])[C@@H:6]1[O:11][C@H:10]([O:12][C@:13]2([CH2:22][Cl:23])[O:17][C@H:16]([CH2:18][Cl:19])[C@@H:15]([OH:20])[C@@H:14]2[OH:21])[C@@H:9]([OH:24])[C@@H:8]([OH:25])[C@H:7]1[Cl:26], predict the reactants needed to synthesize it. The reactants are: CC([O:4][CH2:5][C@H:6]1[O:11][C@H:10]([O:12][C@:13]2([CH2:22][Cl:23])[O:17][C@H:16]([CH2:18][Cl:19])[C@@H:15]([OH:20])[C@@H:14]2[OH:21])[C@H:9]([OH:24])[C@@H:8]([OH:25])[C@H:7]1[Cl:26])=O.[OH-].[K+].